Dataset: Forward reaction prediction with 1.9M reactions from USPTO patents (1976-2016). Task: Predict the product of the given reaction. (1) Given the reactants [Cl:1][C:2]1[CH:7]=[CH:6][C:5]([C:8]2[N:9]=[C:10]3[CH:15]=[CH:14][C:13]([C:16]4[CH:17]=[C:18]([CH:21]=[CH:22][C:23]=4[F:24])[CH:19]=[O:20])=[CH:12][N:11]3[CH:25]=2)=[CH:4][CH:3]=1.[CH3:26][Mg]Br.[Cl-].[NH4+], predict the reaction product. The product is: [Cl:1][C:2]1[CH:3]=[CH:4][C:5]([C:8]2[N:9]=[C:10]3[CH:15]=[CH:14][C:13]([C:16]4[CH:17]=[C:18]([CH:19]([OH:20])[CH3:26])[CH:21]=[CH:22][C:23]=4[F:24])=[CH:12][N:11]3[CH:25]=2)=[CH:6][CH:7]=1. (2) Given the reactants CN1CCOCC1.ClC(OCC)=O.[CH2:14]([O:21][C:22]([NH:24][C@H:25]([C:37](O)=[O:38])[CH2:26][CH2:27][CH2:28][NH:29][C:30]([O:32][C:33]([CH3:36])([CH3:35])[CH3:34])=[O:31])=[O:23])[C:15]1[CH:20]=[CH:19][CH:18]=[CH:17][CH:16]=1.[H-].[Al+3].[Li+].[H-].[H-].[H-].[OH-].[Na+], predict the reaction product. The product is: [C:33]([O:32][C:30]([NH:29][CH2:28][CH2:27][CH2:26][C@H:25]([NH:24][C:22](=[O:23])[O:21][CH2:14][C:15]1[CH:16]=[CH:17][CH:18]=[CH:19][CH:20]=1)[CH2:37][OH:38])=[O:31])([CH3:36])([CH3:34])[CH3:35]. (3) Given the reactants [H-].[Na+].[C:3]([O:7][C:8]([N:10]1[CH2:15][CH2:14][CH:13]([CH2:16][OH:17])[CH2:12][CH2:11]1)=[O:9])([CH3:6])([CH3:5])[CH3:4].Cl[C:19]1[C:28]2[C:23](=[CH:24][CH:25]=[C:26]([O:29][CH3:30])[CH:27]=2)[CH:22]=[CH:21][N:20]=1, predict the reaction product. The product is: [C:3]([O:7][C:8]([N:10]1[CH2:15][CH2:14][CH:13]([CH2:16][O:17][C:19]2[C:28]3[C:23](=[CH:24][CH:25]=[C:26]([O:29][CH3:30])[CH:27]=3)[CH:22]=[CH:21][N:20]=2)[CH2:12][CH2:11]1)=[O:9])([CH3:6])([CH3:5])[CH3:4]. (4) Given the reactants I[C:2]1[CH:3]=[N:4][N:5]([CH:8]2[CH2:13][CH2:12][N:11]([C:14]([O:16][C:17]([CH3:20])([CH3:19])[CH3:18])=[O:15])[CH2:10][CH2:9]2)[C:6]=1[CH3:7].C1COCC1.C([Mg]Cl)(C)C.CO[B:33]1[O:37][C:36]([CH3:39])([CH3:38])[C:35]([CH3:41])([CH3:40])[O:34]1, predict the reaction product. The product is: [CH3:7][C:6]1[N:5]([CH:8]2[CH2:13][CH2:12][N:11]([C:14]([O:16][C:17]([CH3:20])([CH3:19])[CH3:18])=[O:15])[CH2:10][CH2:9]2)[N:4]=[CH:3][C:2]=1[B:33]1[O:37][C:36]([CH3:39])([CH3:38])[C:35]([CH3:41])([CH3:40])[O:34]1. (5) Given the reactants [CH3:1][C:2]([O:5][C:6](=[O:19])[NH:7][CH2:8][CH2:9][CH2:10][C:11]([C:13]1[N:14]([CH3:18])[CH:15]=[CH:16][N:17]=1)=[O:12])([CH3:4])[CH3:3].CB1N2CCC[C@H]2C(C2C=CC=CC=2)(C2C=CC=CC=2)O1.B, predict the reaction product. The product is: [CH3:4][C:2]([O:5][C:6](=[O:19])[NH:7][CH2:8][CH2:9][CH2:10][C@@H:11]([OH:12])[C:13]1[N:14]([CH3:18])[CH:15]=[CH:16][N:17]=1)([CH3:1])[CH3:3]. (6) Given the reactants [CH3:1][C:2]([CH3:26])=[CH:3][CH2:4][C:5]1[C:6]([OH:25])=[CH:7][C:8]([O:23][CH3:24])=[C:9]([C:12](/[CH:14]=[CH:15]/[C:16]2[CH:17]=[CH:18][C:19]([OH:22])=[CH:20][CH:21]=2)=[O:13])[C:10]=1[OH:11].ClC1C(=O)C(C#N)=C(C#N)C(=O)C=1Cl, predict the reaction product. The product is: [OH:11][C:10]1[C:9]([C:12](=[O:13])/[CH:14]=[CH:15]/[C:16]2[CH:17]=[CH:18][C:19]([OH:22])=[CH:20][CH:21]=2)=[C:8]([O:23][CH3:24])[CH:7]=[C:6]2[C:5]=1[CH:4]=[CH:3][C:2]([CH3:26])([CH3:1])[O:25]2. (7) Given the reactants Cl.[NH2:2][CH2:3][C:4]([NH:6][CH:7]([C:14]1[CH:19]=[CH:18][C:17]([Cl:20])=[CH:16][CH:15]=1)[C:8]1[CH:13]=[CH:12][CH:11]=[CH:10][CH:9]=1)=[O:5].[CH3:21][C:22]1[CH:23]=[C:24]([CH:28]=[C:29]([CH3:33])[C:30]=1[O:31][CH3:32])[C:25](O)=[O:26], predict the reaction product. The product is: [Cl:20][C:17]1[CH:18]=[CH:19][C:14]([CH:7]([NH:6][C:4]([CH2:3][NH:2][C:25](=[O:26])[C:24]2[CH:28]=[C:29]([CH3:33])[C:30]([O:31][CH3:32])=[C:22]([CH3:21])[CH:23]=2)=[O:5])[C:8]2[CH:13]=[CH:12][CH:11]=[CH:10][CH:9]=2)=[CH:15][CH:16]=1.